Dataset: Forward reaction prediction with 1.9M reactions from USPTO patents (1976-2016). Task: Predict the product of the given reaction. (1) The product is: [CH3:1][C:2]1[N:3]=[CH:4][N:5]([C:20]([C:14]2[CH:19]=[CH:18][CH:17]=[CH:16][CH:15]=2)([C:28]2[CH:29]=[CH:30][CH:31]=[CH:32][CH:33]=2)[C:22]2[CH:23]=[CH:24][CH:25]=[CH:26][CH:27]=2)[CH:6]=1. Given the reactants [CH3:1][C:2]1[N:3]=[CH:4][NH:5][CH:6]=1.C(N(CC)CC)C.[C:14]1([C:20]([C:28]2[CH:33]=[CH:32][CH:31]=[CH:30][CH:29]=2)([C:22]2[CH:27]=[CH:26][CH:25]=[CH:24][CH:23]=2)Cl)[CH:19]=[CH:18][CH:17]=[CH:16][CH:15]=1.O, predict the reaction product. (2) Given the reactants [C:1]([O:5][C:6]([N:8]1[CH2:13][C@H:12]([OH:14])[C@@H:11]([C:15]2[CH:20]=[CH:19][C:18]([O:21][CH2:22][CH2:23][CH2:24][O:25][C:26]3[CH:31]=[CH:30][CH:29]=[CH:28][C:27]=3[N+:32]([O-:34])=[O:33])=[CH:17][CH:16]=2)[C@H:10]([O:35][CH2:36][C@H:37]2[CH2:41][O:40][C:39]([CH3:43])([CH3:42])[O:38]2)[CH2:9]1)=[O:7])([CH3:4])([CH3:3])[CH3:2].Cl[CH2:45][C:46]1[CH:47]=[C:48]([O:56][CH3:57])[C:49]2[C:54]([CH:55]=1)=[CH:53][CH:52]=[CH:51][CH:50]=2, predict the reaction product. The product is: [C:1]([O:5][C:6]([N:8]1[CH2:13][C@H:12]([O:14][CH2:45][C:46]2[CH:47]=[C:48]([O:56][CH3:57])[C:49]3[C:54](=[CH:53][CH:52]=[CH:51][CH:50]=3)[CH:55]=2)[C@@H:11]([C:15]2[CH:20]=[CH:19][C:18]([O:21][CH2:22][CH2:23][CH2:24][O:25][C:26]3[CH:31]=[CH:30][CH:29]=[CH:28][C:27]=3[N+:32]([O-:34])=[O:33])=[CH:17][CH:16]=2)[C@H:10]([O:35][CH2:36][C@H:37]2[CH2:41][O:40][C:39]([CH3:43])([CH3:42])[O:38]2)[CH2:9]1)=[O:7])([CH3:4])([CH3:2])[CH3:3]. (3) The product is: [CH2:21]([N:11]([S:12]([C:15]1[CH:20]=[CH:19][CH:18]=[CH:17][CH:16]=1)(=[O:13])=[O:14])[C@H:10]([C:9]([OH:8])=[O:40])[CH2:25][CH2:26][CH2:27][CH2:28][NH:29][C:30]([O:32][CH2:33][CH:52]1[C:53]2[CH:41]=[CH:42][CH:43]=[CH:44][C:45]=2[C:46]2[C:51]1=[CH:50][CH:49]=[CH:48][CH:47]=2)=[O:31])[CH:22]([CH3:23])[CH3:24]. Given the reactants C([O:8][C:9](=[O:40])[C@H:10]([CH2:25][CH2:26][CH2:27][CH2:28][NH:29][C:30]([O:32][CH2:33]C1C=CC=CC=1)=[O:31])[N:11]([CH2:21][CH:22]([CH3:24])[CH3:23])[S:12]([C:15]1[CH:20]=[CH:19][CH:18]=[CH:17][CH:16]=1)(=[O:14])=[O:13])C1C=CC=CC=1.[CH:41]1[C:53]2[CH:52](COC(ON3C(=O)CCC3=O)=O)[C:51]3[C:46](=[CH:47][CH:48]=[CH:49][CH:50]=3)[C:45]=2[CH:44]=[CH:43][CH:42]=1, predict the reaction product.